From a dataset of Full USPTO retrosynthesis dataset with 1.9M reactions from patents (1976-2016). Predict the reactants needed to synthesize the given product. (1) Given the product [Cl:1][C:2]1[CH:8]=[C:7]([O:9][C:10]2[C:11]3[N:18]([CH3:19])[C:17]([C:20]([CH3:27])([O:22][Si:23]([CH3:25])([CH3:24])[CH3:26])[CH3:21])=[CH:16][C:12]=3[N:13]=[CH:14][N:15]=2)[CH:6]=[CH:5][C:3]=1[NH:4][C:44]([NH:43][C:39]1[CH:40]=[CH:41][CH:42]=[C:37]([C:36]([F:35])([F:46])[F:47])[CH:38]=1)=[O:45], predict the reactants needed to synthesize it. The reactants are: [Cl:1][C:2]1[CH:8]=[C:7]([O:9][C:10]2[C:11]3[N:18]([CH3:19])[C:17]([C:20]([CH3:27])([O:22][Si:23]([CH3:26])([CH3:25])[CH3:24])[CH3:21])=[CH:16][C:12]=3[N:13]=[CH:14][N:15]=2)[CH:6]=[CH:5][C:3]=1[NH2:4].C(N(CC)CC)C.[F:35][C:36]([F:47])([F:46])[C:37]1[CH:38]=[C:39]([N:43]=[C:44]=[O:45])[CH:40]=[CH:41][CH:42]=1.O. (2) Given the product [Cl:42][C:38]1[CH:37]=[C:36]([CH:41]=[CH:40][CH:39]=1)[CH2:35][NH:34][C:33]([O:32][CH2:31][C@@H:13]1[C@@H:14]([O:24][CH:25]2[CH2:30][CH2:29][CH2:28][CH2:27][O:26]2)[CH2:15][C@@H:16]([O:17][CH:18]2[CH2:23][CH2:22][CH2:21][CH2:20][O:19]2)[C@H:12]1[CH2:11]/[CH:10]=[CH:9]\[CH2:8][CH2:7][CH2:6][C:5]([OH:44])=[O:4])=[S:43], predict the reactants needed to synthesize it. The reactants are: C([O:4][C:5](=[O:44])[CH2:6][CH2:7][CH2:8]/[CH:9]=[CH:10]\[CH2:11][C@@H:12]1[C@H:16]([O:17][CH:18]2[CH2:23][CH2:22][CH2:21][CH2:20][O:19]2)[CH2:15][C@H:14]([O:24][CH:25]2[CH2:30][CH2:29][CH2:28][CH2:27][O:26]2)[C@H:13]1[CH2:31][O:32][C:33](=[S:43])[NH:34][CH2:35][C:36]1[CH:41]=[CH:40][CH:39]=[C:38]([Cl:42])[CH:37]=1)C=C.[OH-].[Li+].Cl. (3) Given the product [Br:21][C:7]1[C:12]([CH3:13])=[CH:11][C:10]([N+:14]([O-:16])=[O:15])=[CH:9][C:8]=1[CH3:17], predict the reactants needed to synthesize it. The reactants are: FC(F)(F)S(O[C:7]1[C:12]([CH3:13])=[CH:11][C:10]([N+:14]([O-:16])=[O:15])=[CH:9][C:8]=1[CH3:17])(=O)=O.O.[Br-:21].[Li+]. (4) Given the product [Cl:1][C:2]1[N:10]=[C:9]2[C:5]([N:6]=[CH:7][N:8]2[C@@H:11]2[CH2:15][C@H:14]([NH:16][C:17](=[O:18])[CH2:19][OH:20])[C@@H:13]([OH:24])[C@H:12]2[OH:25])=[C:4]([NH:26][CH2:27][CH:28]([C:35]2[CH:36]=[CH:37][CH:38]=[CH:39][CH:40]=2)[C:29]2[CH:30]=[CH:31][CH:32]=[CH:33][CH:34]=2)[N:3]=1, predict the reactants needed to synthesize it. The reactants are: [Cl:1][C:2]1[N:10]=[C:9]2[C:5]([N:6]=[CH:7][N:8]2[C@@H:11]2[CH2:15][C@H:14]([NH:16][C:17]([CH2:19][O:20]C(=O)C)=[O:18])[C@@H:13]([OH:24])[C@H:12]2[OH:25])=[C:4]([NH:26][CH2:27][CH:28]([C:35]2[CH:40]=[CH:39][CH:38]=[CH:37][CH:36]=2)[C:29]2[CH:34]=[CH:33][CH:32]=[CH:31][CH:30]=2)[N:3]=1.C(=O)([O-])[O-].[K+].[K+]. (5) The reactants are: [NH2:1][C:2]1[C:11]2[C:6](=[CH:7][CH:8]=[C:9](OS(C(F)(F)F)(=O)=O)[CH:10]=2)[CH:5]=[CH:4][N:3]=1.C1(P(C2C=CC=CC=2)C2C=CC=CC=2)C=CC=CC=1.[CH3:39][N:40]1CCCC1=O. Given the product [NH2:1][C:2]1[C:11]2[C:6](=[CH:7][CH:8]=[C:9]([C:39]#[N:40])[CH:10]=2)[CH:5]=[CH:4][N:3]=1, predict the reactants needed to synthesize it. (6) The reactants are: [NH2:1][C@@H:2]1[CH2:8][C@:7]2([C:17]3[CH:22]=[CH:21][CH:20]=[CH:19][CH:18]=3)[N:9]([CH2:10][C:11]3[CH:16]=[CH:15][CH:14]=[CH:13][CH:12]=3)[C@H:3]1[CH2:4][CH2:5][C@H:6]2[O:23][CH2:24][C:25]1[CH:30]=[C:29]([C:31]([F:34])([F:33])[F:32])[CH:28]=[C:27]([C:35]([F:38])([F:37])[F:36])[CH:26]=1.[C:39](O)(=[O:41])[CH3:40].C(N(CC)CC)C.Cl.CN(C)CCCN=C=NCC. Given the product [C:39]([NH:1][C@@H:2]1[CH2:8][C@:7]2([C:17]3[CH:18]=[CH:19][CH:20]=[CH:21][CH:22]=3)[N:9]([CH2:10][C:11]3[CH:16]=[CH:15][CH:14]=[CH:13][CH:12]=3)[C@H:3]1[CH2:4][CH2:5][C@H:6]2[O:23][CH2:24][C:25]1[CH:26]=[C:27]([C:35]([F:38])([F:36])[F:37])[CH:28]=[C:29]([C:31]([F:32])([F:33])[F:34])[CH:30]=1)(=[O:41])[CH3:40], predict the reactants needed to synthesize it.